This data is from Hepatocyte clearance measurements from AstraZeneca. The task is: Regression/Classification. Given a drug SMILES string, predict its absorption, distribution, metabolism, or excretion properties. Task type varies by dataset: regression for continuous measurements (e.g., permeability, clearance, half-life) or binary classification for categorical outcomes (e.g., BBB penetration, CYP inhibition). For this dataset (clearance_hepatocyte_az), we predict log10(clearance) (log10 of the in vitro intrinsic clearance, CLint, in uL/min per 10^6 hepatocytes; values are censored to the assay range of 3 to 150, which is 0.477 to 2.18 on this log10 scale). (1) The compound is O=c1[nH]c2cc(Cl)ccc2o1. The log10(clearance) is 1.04. (2) The molecule is C[C@@H](C(=O)O)c1cccc(C(=O)c2ccccc2)c1. The log10(clearance) is 1.33. (3) The log10(clearance) is 1.59. The drug is C[C@@H](O)[C@H](NC(=O)c1ccc(C#Cc2ccc(CN3CCOCC3)cc2)cc1)C(=O)NO. (4) The compound is Cc1nc2ncnn2c(O)c1CCOC(=O)c1c(F)cccc1F. The log10(clearance) is 1.81.